Dataset: Kir2.1 potassium channel HTS with 301,493 compounds. Task: Binary Classification. Given a drug SMILES string, predict its activity (active/inactive) in a high-throughput screening assay against a specified biological target. (1) The compound is O(c1c2c(ccc1)cccc2)CC(=O)N\N=C\c1occc1. The result is 0 (inactive). (2) The compound is Clc1cc(N2C(O)(c3c(NC2=O)cccc3)C(=O)NCc2cc3OCOc3cc2)ccc1Cl. The result is 0 (inactive). (3) The molecule is S(=O)(=O)(N1CCOCC1)c1c(ccc(c1)c1nnc(NCc2[nH]c3c(n2)cccc3)c2c1cccc2)C. The result is 0 (inactive). (4) The drug is FC(F)(F)c1ccc(C(=O)C2CCCN(C2)C(=O)CCOC)cc1. The result is 0 (inactive). (5) The drug is s1c(CC(=O)N2CCC(CC2)c2nc3n([nH]nc3c(=O)n2)Cc2ccc(C(C)(C)C)cc2)ccc1. The result is 0 (inactive). (6) The compound is O=c1n(n(c(c1N\C(C)=C\C(=O)C)C)C)c1ccccc1. The result is 0 (inactive). (7) The drug is S(CCCC(=O)Nc1cc(OC)c(OC)c(OC)c1)c1nc(cc(n1)C(F)(F)F)c1occc1. The result is 0 (inactive).